From a dataset of Full USPTO retrosynthesis dataset with 1.9M reactions from patents (1976-2016). Predict the reactants needed to synthesize the given product. Given the product [CH:2]1([N+:8]([O-:9])=[CH:18][C:17]2[CH:20]=[C:21]([N+:24]([O-:26])=[O:25])[CH:22]=[CH:23][C:16]=2[S:15][CH:10]2[CH2:11][CH2:12][CH2:13][CH2:14]2)[CH2:7][CH2:6][CH2:5][CH2:4][CH2:3]1, predict the reactants needed to synthesize it. The reactants are: Cl.[CH:2]1([NH:8][OH:9])[CH2:7][CH2:6][CH2:5][CH2:4][CH2:3]1.[CH:10]1([S:15][C:16]2[CH:23]=[CH:22][C:21]([N+:24]([O-:26])=[O:25])=[CH:20][C:17]=2[CH:18]=O)[CH2:14][CH2:13][CH2:12][CH2:11]1.